Dataset: Full USPTO retrosynthesis dataset with 1.9M reactions from patents (1976-2016). Task: Predict the reactants needed to synthesize the given product. (1) Given the product [CH2:33]([C:30]1[CH:29]=[N:28][C:27]([N:23]2[CH2:24][CH2:25][CH:20]([C@@H:18]3[O:17][C:14]4=[CH:15][N:16]=[C:11]([C:8]5[CH2:9][CH2:10][N:5]([S:2]([CH3:1])(=[O:3])=[O:4])[CH2:6][CH:7]=5)[CH:12]=[C:13]4[CH2:19]3)[CH2:21][CH2:22]2)=[N:32][CH:31]=1)[CH3:34], predict the reactants needed to synthesize it. The reactants are: [CH3:1][S:2]([N:5]1[CH2:10][CH:9]=[C:8]([C:11]2[CH:12]=[C:13]3[CH2:19][C@H:18]([CH:20]4[CH2:25][CH2:24][NH:23][CH2:22][CH2:21]4)[O:17][C:14]3=[CH:15][N:16]=2)[CH2:7][CH2:6]1)(=[O:4])=[O:3].Cl[C:27]1[N:32]=[CH:31][C:30]([CH2:33][CH3:34])=[CH:29][N:28]=1. (2) Given the product [Br:1][C:2]1[C:7]([O:8][CH3:9])=[CH:6][C:5]([C:10](=[O:13])[CH2:11][CH3:12])=[CH:4][C:3]=1[O:14][CH3:15], predict the reactants needed to synthesize it. The reactants are: [Br:1][C:2]1[C:7]([O:8][CH3:9])=[CH:6][C:5]([CH:10]([OH:13])[CH2:11][CH3:12])=[CH:4][C:3]=1[O:14][CH3:15]. (3) The reactants are: Br[C:2]1[CH:3]=[CH:4][C:5]2[O:11][CH2:10][CH2:9][N:8]([C:12]([O:14][C:15]([CH3:18])([CH3:17])[CH3:16])=[O:13])[CH2:7][C:6]=2[CH:19]=1.[B:20](OC(C)C)([O:25]C(C)C)[O:21]C(C)C.C([Li])CCC. Given the product [CH3:16][C:15]([O:14][C:12]([N:8]1[CH2:7][C:6]2[CH:19]=[C:2]([B:20]([OH:25])[OH:21])[CH:3]=[CH:4][C:5]=2[O:11][CH2:10][CH2:9]1)=[O:13])([CH3:18])[CH3:17], predict the reactants needed to synthesize it. (4) Given the product [Cl:28][C:26]1[C:25]([N+:29]([O-:31])=[O:30])=[CH:24][C:23]([OH:32])=[C:22]([N:21]2[C:1]([C:2]3[CH:7]=[CH:6][CH:5]=[CH:4][CH:3]=3)=[C:9]3[C:14]([N:13]([CH3:17])[C:12](=[O:18])[N:11]([CH3:19])[C:10]3=[O:20])=[CH:15]2)[CH:27]=1, predict the reactants needed to synthesize it. The reactants are: [C:1]([C:9]1[C:10](=[O:20])[N:11]([CH3:19])[C:12](=[O:18])[N:13]([CH3:17])[C:14]=1[CH2:15]Br)(=O)[C:2]1[CH:7]=[CH:6][CH:5]=[CH:4][CH:3]=1.[NH2:21][C:22]1[CH:27]=[C:26]([Cl:28])[C:25]([N+:29]([O-:31])=[O:30])=[CH:24][C:23]=1[OH:32]. (5) Given the product [NH2:1][C:4]1[CH:17]=[CH:16][CH:15]=[CH:14][C:5]=1[CH:6]=[C:7]1[S:11][C:10](=[O:12])[NH:9][C:8]1=[O:13], predict the reactants needed to synthesize it. The reactants are: [N+:1]([C:4]1[CH:17]=[CH:16][CH:15]=[CH:14][C:5]=1[CH:6]=[C:7]1[S:11][C:10](=[O:12])[NH:9][C:8]1=[O:13])([O-])=O. (6) The reactants are: [F:1][C:2]1[CH:3]=[C:4]([CH:8]=[CH:9][C:10]=1[C:11]([F:14])([F:13])[F:12])[C:5](O)=[O:6].B.Cl. Given the product [F:1][C:2]1[CH:3]=[C:4]([CH:8]=[CH:9][C:10]=1[C:11]([F:12])([F:13])[F:14])[CH2:5][OH:6], predict the reactants needed to synthesize it.